This data is from Full USPTO retrosynthesis dataset with 1.9M reactions from patents (1976-2016). The task is: Predict the reactants needed to synthesize the given product. (1) Given the product [CH2:1]([O:8][C:9]1[CH:10]=[C:11]([CH:14]=[C:15]([C:17]([F:20])([F:19])[F:18])[CH:16]=1)[CH:12]=[N:22][OH:23])[C:2]1[CH:7]=[CH:6][CH:5]=[CH:4][CH:3]=1, predict the reactants needed to synthesize it. The reactants are: [CH2:1]([O:8][C:9]1[CH:10]=[C:11]([CH:14]=[C:15]([C:17]([F:20])([F:19])[F:18])[CH:16]=1)[CH:12]=O)[C:2]1[CH:7]=[CH:6][CH:5]=[CH:4][CH:3]=1.Cl.[NH2:22][OH:23].C(N(CC)CC)C. (2) Given the product [OH:22][CH2:21][C:19]1[O:20][C:16]([CH2:15][N:9]([CH2:10][C:11]([F:14])([F:12])[F:13])[C:6]2[CH:7]=[CH:8][C:3]([C:1]#[N:2])=[C:4]([C:26]([F:27])([F:28])[F:29])[CH:5]=2)=[CH:17][CH:18]=1, predict the reactants needed to synthesize it. The reactants are: [C:1]([C:3]1[CH:8]=[CH:7][C:6]([N:9]([CH2:15][C:16]2[O:20][C:19]([C:21](OCC)=[O:22])=[CH:18][CH:17]=2)[CH2:10][C:11]([F:14])([F:13])[F:12])=[CH:5][C:4]=1[C:26]([F:29])([F:28])[F:27])#[N:2].[Li+].[BH4-].O.Cl. (3) Given the product [N:14]([C:9]1[CH:10]=[C:11]([O:12][CH3:13])[C:6]2[N:7]([C:3]([CH:2]([F:1])[F:15])=[N:4][N:5]=2)[CH:8]=1)=[N+:20]=[N-:21], predict the reactants needed to synthesize it. The reactants are: [F:1][CH:2]([F:15])[C:3]1[N:7]2[CH:8]=[C:9]([NH2:14])[CH:10]=[C:11]([O:12][CH3:13])[C:6]2=[N:5][N:4]=1.C[Si]([N:20]=[N+:21]=[N-])(C)C.C(ON=O)(C)(C)C. (4) The reactants are: [CH3:1][O:2][C:3]1[C:10]([O:11][CH3:12])=[C:9]([O:13][CH3:14])[CH:8]=[CH:7][C:4]=1[CH2:5][OH:6].F[C:16]1[CH:21]=[CH:20][CH:19]=[CH:18][C:17]=1[N+:22]([O-:24])=[O:23].[CH3:25][O:26][C:27]1[C:41]([O:42][CH3:43])=[C:40]([O:44][CH3:45])[CH:39]=[CH:38][C:28]=1[CH2:29][O:30][C:31]1[CH:37]=[CH:36][CH:35]=[CH:34][C:32]=1[NH2:33].[NH2:46][C:47]1[S:48][CH:49]=[CH:50][N:51]=1. Given the product [CH3:1][O:2][C:3]1[C:10]([O:11][CH3:12])=[C:9]([O:13][CH3:14])[CH:8]=[CH:7][C:4]=1[CH2:5][O:6][C:16]1[CH:21]=[CH:20][CH:19]=[CH:18][C:17]=1[N+:22]([O-:24])=[O:23].[CH3:25][O:26][C:27]1[C:41]([O:42][CH3:43])=[C:40]([O:44][CH3:45])[CH:39]=[CH:38][C:28]=1[CH2:29][O:30][C:31]1[CH:37]=[CH:36][CH:35]=[CH:34][C:32]=1[NH:33][C:14]([NH:46][C:47]1[S:48][CH:49]=[CH:50][N:51]=1)=[O:13], predict the reactants needed to synthesize it. (5) Given the product [ClH:24].[Cl:24][C:22]1[CH:23]=[C:19]([C:16]2[N:15]=[C:14]([C@H:10]3[CH2:11][CH2:12][CH2:13][NH:8][CH2:9]3)[O:18][N:17]=2)[NH:20][CH:21]=1, predict the reactants needed to synthesize it. The reactants are: C(OC([N:8]1[CH2:13][CH2:12][CH2:11][C@H:10]([C:14]2[O:18][N:17]=[C:16]([C:19]3[NH:20][CH:21]=[C:22]([Cl:24])[CH:23]=3)[N:15]=2)[CH2:9]1)=O)(C)(C)C. (6) Given the product [C:1]([O:5][C:6]([N:8]1[CH2:13][CH2:12][N:11]([C:14]2[C:19]([N:21]3[CH2:26][CH2:25][CH2:24][CH2:23][CH2:22]3)=[N:18][CH:17]=[CH:16][N:15]=2)[CH2:10][CH2:9]1)=[O:7])([CH3:4])([CH3:3])[CH3:2], predict the reactants needed to synthesize it. The reactants are: [C:1]([O:5][C:6]([N:8]1[CH2:13][CH2:12][N:11]([C:14]2[C:19](Cl)=[N:18][CH:17]=[CH:16][N:15]=2)[CH2:10][CH2:9]1)=[O:7])([CH3:4])([CH3:3])[CH3:2].[NH:21]1[CH2:26][CH2:25][CH2:24][CH2:23][CH2:22]1.[OH-].[Na+]. (7) Given the product [Cl:6][C:7]1[C:15]([S:2]([Cl:1])(=[O:5])=[O:3])=[CH:14][CH:13]=[C:12]([Cl:16])[C:8]=1[C:9]([OH:11])=[O:10], predict the reactants needed to synthesize it. The reactants are: [Cl:1][S:2]([OH:5])(=O)=[O:3].[Cl:6][C:7]1[CH:15]=[CH:14][CH:13]=[C:12]([Cl:16])[C:8]=1[C:9]([OH:11])=[O:10]. (8) Given the product [Cl:1][CH2:2][CH2:3][NH:4][C:5]([NH:13][C:9]1[CH:8]=[C:7]([CH3:14])[CH:12]=[CH:11][CH:10]=1)=[O:6], predict the reactants needed to synthesize it. The reactants are: [Cl:1][CH2:2][CH2:3][N:4]=[C:5]=[O:6].[C:7]1([CH3:14])[CH:12]=[CH:11][CH:10]=[C:9]([NH2:13])[CH:8]=1.CO. (9) Given the product [CH:23]1([CH2:30][C:31]([NH:18][C:14]2[CH:13]=[CH:12][CH:11]=[C:10]3[C:15]=2[CH:16]=[CH:17][N:8]([C@H:6]([CH3:7])[CH2:5][OH:4])[C:9]3=[O:19])=[O:32])[CH2:29][CH2:28][CH2:27][CH2:26][CH2:25][CH2:24]1, predict the reactants needed to synthesize it. The reactants are: C([O:4][CH2:5][C@H:6]([N:8]1[CH:17]=[CH:16][C:15]2[C:10](=[CH:11][CH:12]=[CH:13][C:14]=2[NH2:18])[C:9]1=[O:19])[CH3:7])(=O)C.C(Cl)Cl.[CH:23]1([CH2:30][C:31](O)=[O:32])[CH2:29][CH2:28][CH2:27][CH2:26][CH2:25][CH2:24]1.F[P-](F)(F)(F)(F)F.C[N+](C)=C(N(C)C)ON1C2N=CC=CC=2N=N1.C(N(CC)C(C)C)(C)C.CO.C(=O)([O-])[O-].[K+].[K+]. (10) Given the product [NH:3]1[C:26]2[C:27](=[CH:15][CH:9]=[CH:10][CH:11]=2)[CH:5]=[C:4]1[C:2]1[N:7]=[C:6]([S:8][C:9]2[CH:15]=[CH:14][C:12]([NH2:13])=[CH:11][CH:10]=2)[CH:5]=[CH:4][N:3]=1, predict the reactants needed to synthesize it. The reactants are: Cl[C:2]1[N:7]=[C:6]([S:8][C:9]2[CH:15]=[CH:14][C:12]([NH2:13])=[CH:11][CH:10]=2)[CH:5]=[CH:4][N:3]=1.C(=O)([O-])[O-].[Na+].[Na+].O1[CH2:27][CH2:26]OCC1.